Dataset: NCI-60 drug combinations with 297,098 pairs across 59 cell lines. Task: Regression. Given two drug SMILES strings and cell line genomic features, predict the synergy score measuring deviation from expected non-interaction effect. (1) Drug 2: C1CC(=O)NC(=O)C1N2C(=O)C3=CC=CC=C3C2=O. Synergy scores: CSS=16.8, Synergy_ZIP=-2.95, Synergy_Bliss=0.313, Synergy_Loewe=-15.2, Synergy_HSA=-0.362. Drug 1: C1=NC2=C(N1)C(=S)N=CN2. Cell line: MALME-3M. (2) Drug 1: CS(=O)(=O)C1=CC(=C(C=C1)C(=O)NC2=CC(=C(C=C2)Cl)C3=CC=CC=N3)Cl. Drug 2: CC1CCCC2(C(O2)CC(NC(=O)CC(C(C(=O)C(C1O)C)(C)C)O)C(=CC3=CSC(=N3)C)C)C. Cell line: UACC-257. Synergy scores: CSS=4.15, Synergy_ZIP=0.233, Synergy_Bliss=3.74, Synergy_Loewe=0.261, Synergy_HSA=1.32. (3) Drug 1: CC1C(C(CC(O1)OC2CC(CC3=C2C(=C4C(=C3O)C(=O)C5=C(C4=O)C(=CC=C5)OC)O)(C(=O)CO)O)N)O.Cl. Drug 2: C1CCC(CC1)NC(=O)N(CCCl)N=O. Cell line: DU-145. Synergy scores: CSS=4.90, Synergy_ZIP=-3.76, Synergy_Bliss=-1.24, Synergy_Loewe=0.00731, Synergy_HSA=0.0820. (4) Drug 1: C1CN1P(=S)(N2CC2)N3CC3. Cell line: EKVX. Synergy scores: CSS=16.1, Synergy_ZIP=-5.25, Synergy_Bliss=-4.80, Synergy_Loewe=-1.63, Synergy_HSA=-0.279. Drug 2: CN(CCCl)CCCl.Cl.